The task is: Predict which catalyst facilitates the given reaction.. This data is from Catalyst prediction with 721,799 reactions and 888 catalyst types from USPTO. (1) Reactant: [CH3:1][C:2]1([CH3:16])[C:6]([CH3:8])([CH3:7])[O:5][B:4]([C:9]2[CH:10]=[C:11]([NH2:15])[CH:12]=[CH:13][CH:14]=2)[O:3]1.Br[CH2:18][CH2:19][O:20][CH2:21][CH2:22]Br.CCN(C(C)C)C(C)C. Product: [CH3:8][C:6]1([CH3:7])[C:2]([CH3:16])([CH3:1])[O:3][B:4]([C:9]2[CH:10]=[C:11]([N:15]3[CH2:22][CH2:21][O:20][CH2:19][CH2:18]3)[CH:12]=[CH:13][CH:14]=2)[O:5]1. The catalyst class is: 1. (2) Reactant: N[C:2]1[S:6][C:5]([C:7]([O:9][CH2:10][CH3:11])=[O:8])=[C:4]([C:12]2[CH:17]=[CH:16][C:15]([Cl:18])=[CH:14][C:13]=2[Cl:19])[C:3]=1[C:20]#[N:21].[I:22]CI.N(OCCC(C)C)=O. Product: [C:20]([C:3]1[C:4]([C:12]2[CH:17]=[CH:16][C:15]([Cl:18])=[CH:14][C:13]=2[Cl:19])=[C:5]([C:7]([O:9][CH2:10][CH3:11])=[O:8])[S:6][C:2]=1[I:22])#[N:21]. The catalyst class is: 10. (3) Reactant: [Cl:1][C:2]1[C:7]([CH3:8])=[CH:6][C:5]([S:9]([NH:12][C:13]2[CH:14]=[C:15]([C:19]3[CH:24]=[CH:23][C:22]([C:25]([NH:27][C@@H:28]([CH2:32][OH:33])[C:29]([OH:31])=[O:30])=[O:26])=[CH:21][CH:20]=3)[CH:16]=[CH:17][CH:18]=2)(=[O:11])=[O:10])=[C:4]([CH3:34])[CH:3]=1.[CH3:35][NH:36][CH2:37][C@H:38]([OH:47])[C@@H:39]([OH:46])[C@H:40]([OH:45])[C@H:41]([OH:44])[CH2:42][OH:43]. Product: [CH3:35][NH2+:36][CH2:37][C@H:38]([OH:47])[C@@H:39]([OH:46])[C@H:40]([OH:45])[C@H:41]([OH:44])[CH2:42][OH:43].[Cl:1][C:2]1[C:7]([CH3:8])=[CH:6][C:5]([S:9]([NH:12][C:13]2[CH:14]=[C:15]([C:19]3[CH:20]=[CH:21][C:22]([C:25]([NH:27][C@@H:28]([CH2:32][OH:33])[C:29]([O-:31])=[O:30])=[O:26])=[CH:23][CH:24]=3)[CH:16]=[CH:17][CH:18]=2)(=[O:10])=[O:11])=[C:4]([CH3:34])[CH:3]=1. The catalyst class is: 5. (4) Reactant: C([O:3][C:4](=O)[CH2:5][CH2:6][N:7]([C:13]1[C:18]([N+:19]([O-])=O)=[CH:17][N:16]=[C:15]([Cl:22])[N:14]=1)[CH:8]1[CH2:12][CH2:11][CH2:10][CH2:9]1)C.Cl. Product: [Cl:22][C:15]1[N:16]=[CH:17][C:18]2[NH:19][C:4](=[O:3])[CH2:5][CH2:6][N:7]([CH:8]3[CH2:12][CH2:11][CH2:10][CH2:9]3)[C:13]=2[N:14]=1. The catalyst class is: 8. (5) Reactant: [F:1][C:2]1[CH:3]=[C:4]([C:8]2[CH:9]=[C:10]([CH3:27])[C:11]([O:25][CH3:26])=[C:12]([CH2:14][NH:15][C:16]3[C:17]([CH3:24])=[C:18]([OH:23])[CH:19]=[CH:20][C:21]=3[CH3:22])[CH:13]=2)[CH:5]=[CH:6][CH:7]=1.C([O-])([O-])=O.[Cs+].[Cs+].Br[CH2:35][C:36]([O:38][CH:39]([CH3:41])[CH3:40])=[O:37].O. Product: [F:1][C:2]1[CH:3]=[C:4]([C:8]2[CH:9]=[C:10]([CH3:27])[C:11]([O:25][CH3:26])=[C:12]([CH2:14][NH:15][C:16]3[C:17]([CH3:24])=[C:18]([CH:19]=[CH:20][C:21]=3[CH3:22])[O:23][CH2:35][C:36]([O:38][CH:39]([CH3:41])[CH3:40])=[O:37])[CH:13]=2)[CH:5]=[CH:6][CH:7]=1. The catalyst class is: 21. (6) Reactant: [CH3:1][S:2](Cl)(=[O:4])=[O:3].[CH3:6][C:7]1[N:11]([CH2:12][CH2:13][OH:14])[C:10]([N+:15]([O-:17])=[O:16])=[CH:9][N:8]=1. Product: [CH3:1][S:2]([O:14][CH2:13][CH2:12][N:11]1[C:10]([N+:15]([O-:17])=[O:16])=[CH:9][N:8]=[C:7]1[CH3:6])(=[O:4])=[O:3]. The catalyst class is: 2.